Task: Regression. Given a peptide amino acid sequence and an MHC pseudo amino acid sequence, predict their binding affinity value. This is MHC class I binding data.. Dataset: Peptide-MHC class I binding affinity with 185,985 pairs from IEDB/IMGT The peptide sequence is ASILSLETVK. The MHC is HLA-A11:01 with pseudo-sequence HLA-A11:01. The binding affinity (normalized) is 0.701.